This data is from Reaction yield outcomes from USPTO patents with 853,638 reactions. The task is: Predict the reaction yield, written as a fraction of the theoretical maximum amount of product (1.0 means a 100% yield; for example, 0.34 means a 34% yield). (1) The reactants are [CH2:1]([O:3][C:4](=[O:11])[C@@H:5]1[CH2:9][CH2:8][C:7](=[O:10])[NH:6]1)[CH3:2].[C:12]([O:16][C:17](O[C:17]([O:16][C:12]([CH3:15])([CH3:14])[CH3:13])=[O:18])=[O:18])([CH3:15])([CH3:14])[CH3:13]. The catalyst is C(Cl)Cl.CN(C1C=CN=CC=1)C. The product is [CH2:1]([O:3][C:4](=[O:11])[C@@H:5]1[CH2:9][CH2:8][C:7](=[O:10])[N:6]1[C:17]([O:16][C:12]([CH3:15])([CH3:14])[CH3:13])=[O:18])[CH3:2]. The yield is 1.00. (2) The product is [C:1]([C:5]1[CH:13]=[CH:12][C:11]([NH2:14])=[CH:10][C:6]=1[C:7]([O:9][CH3:17])=[O:8])([CH3:4])([CH3:3])[CH3:2]. The reactants are [C:1]([C:5]1[CH:13]=[CH:12][C:11]([N+:14]([O-])=O)=[CH:10][C:6]=1[C:7]([O-:9])=[O:8])([CH3:4])([CH3:3])[CH3:2].[CH:17]([O-])=O.[K+]. The yield is 0.950. The catalyst is CCO.O.[Pd]. (3) The reactants are IC.[F:3][C:4]1[C:12]([F:13])=[C:11](O)[CH:10]=[CH:9][C:5]=1[C:6]([OH:8])=[O:7].[C:15](=O)([O-])[O-].[Li+].[Li+].CN(C)[CH:23]=[O:24]. The catalyst is O. The product is [F:3][C:4]1[C:12]([F:13])=[C:11]([O:24][CH3:23])[CH:10]=[CH:9][C:5]=1[C:6]([O:8][CH3:15])=[O:7]. The yield is 0.880.